From a dataset of Peptide-MHC class I binding affinity with 185,985 pairs from IEDB/IMGT. Regression. Given a peptide amino acid sequence and an MHC pseudo amino acid sequence, predict their binding affinity value. This is MHC class I binding data. (1) The peptide sequence is ATSRTLSYY. The MHC is HLA-A24:02 with pseudo-sequence HLA-A24:02. The binding affinity (normalized) is 0.0311. (2) The peptide sequence is WMYEGKHVL. The MHC is BoLA-JSP.1 with pseudo-sequence BoLA-JSP.1. The binding affinity (normalized) is 0.0641.